From a dataset of Peptide-MHC class I binding affinity with 185,985 pairs from IEDB/IMGT. Regression. Given a peptide amino acid sequence and an MHC pseudo amino acid sequence, predict their binding affinity value. This is MHC class I binding data. (1) The peptide sequence is FRRRKRMGF. The MHC is HLA-B15:17 with pseudo-sequence HLA-B15:17. The binding affinity (normalized) is 0.0847. (2) The peptide sequence is IAEYIAGLK. The MHC is HLA-A33:01 with pseudo-sequence HLA-A33:01. The binding affinity (normalized) is 0.336. (3) The peptide sequence is YFRNSGMTY. The MHC is HLA-B07:02 with pseudo-sequence HLA-B07:02. The binding affinity (normalized) is 0.0847. (4) The peptide sequence is IMNEGWASF. The MHC is HLA-B35:01 with pseudo-sequence HLA-B35:01. The binding affinity (normalized) is 0.597.